From a dataset of Forward reaction prediction with 1.9M reactions from USPTO patents (1976-2016). Predict the product of the given reaction. (1) Given the reactants [N:1]1([CH2:6][CH2:7][CH2:8][NH2:9])[CH:5]=[CH:4][N:3]=[CH:2]1.[CH:10](=O)[CH2:11][CH2:12][CH2:13][CH3:14].C(O[C:19](=[O:29])[C:20](=[O:28])[CH2:21][C:22]1[CH:27]=[CH:26][CH:25]=[CH:24][CH:23]=1)C, predict the reaction product. The product is: [CH2:11]([CH:10]1[N:9]([CH2:8][CH2:7][CH2:6][N:1]2[CH:5]=[CH:4][N:3]=[CH:2]2)[C:19](=[O:29])[C:20]([OH:28])=[C:21]1[C:22]1[CH:23]=[CH:24][CH:25]=[CH:26][CH:27]=1)[CH2:12][CH2:13][CH3:14]. (2) Given the reactants C(OC([N:8]1[CH2:13][CH2:12][N:11]([C:14]2[C:15]3[C:30]([O:31][CH3:32])=[CH:29][N:28]=[CH:27][C:16]=3[N:17]=[C:18]([C:20]3[CH:25]=[CH:24][N:23]=[C:22](Cl)[CH:21]=3)[N:19]=2)[CH2:10][CH2:9]1)=O)(C)(C)C.[F:33][C:34]1[CH:39]=[CH:38][C:37]([F:40])=[CH:36][C:35]=1[NH2:41], predict the reaction product. The product is: [F:33][C:34]1[CH:39]=[CH:38][C:37]([F:40])=[CH:36][C:35]=1[NH:41][C:22]1[CH:21]=[C:20]([C:18]2[N:19]=[C:14]([N:11]3[CH2:12][CH2:13][NH:8][CH2:9][CH2:10]3)[C:15]3[C:30]([O:31][CH3:32])=[CH:29][N:28]=[CH:27][C:16]=3[N:17]=2)[CH:25]=[CH:24][N:23]=1. (3) Given the reactants [Cl:1][C:2]1[CH:3]=[N:4][C:5]2[CH:6]=[CH:7][C:8](=[O:29])[N:9]([CH3:28])[C:10]=2[C:11]=1[CH2:12][CH2:13][N:14]1[CH2:18][C@H:17]([OH:19])[C@H:16]([CH2:20][NH:21]C(=O)C(F)(F)F)[CH2:15]1.[O:30]=[C:31]1[CH2:36][S:35][C:34]2[CH:37]=[CH:38][C:39]([CH:41]=O)=[N:40][C:33]=2[NH:32]1, predict the reaction product. The product is: [ClH:1].[ClH:1].[Cl:1][C:2]1[CH:3]=[N:4][C:5]2[CH:6]=[CH:7][C:8](=[O:29])[N:9]([CH3:28])[C:10]=2[C:11]=1[CH2:12][CH2:13][N:14]1[CH2:18][C@H:17]([OH:19])[C@H:16]([CH2:20][NH:21][CH2:41][C:39]2[CH:38]=[CH:37][C:34]3[S:35][CH2:36][C:31](=[O:30])[NH:32][C:33]=3[N:40]=2)[CH2:15]1. (4) Given the reactants [N:1]1([C:6]2([C:10]#[N:11])[CH2:9][O:8][CH2:7]2)[CH2:5][CH2:4][CH2:3][CH2:2]1.[C:12]1([Li])[CH:17]=[CH:16][CH:15]=[CH:14][CH:13]=1.C(=O)(O)[O-].[Na+].[BH4-].[Na+], predict the reaction product. The product is: [C:12]1([CH:10]([NH2:11])[C:6]2([N:1]3[CH2:2][CH2:3][CH2:4][CH2:5]3)[CH2:9][O:8][CH2:7]2)[CH:17]=[CH:16][CH:15]=[CH:14][CH:13]=1. (5) Given the reactants [CH3:1][C:2]1[CH:7]=[CH:6][C:5]([C:8]2[CH:13]=[C:12]([O:14][CH2:15][CH:16]3[CH2:20][CH2:19][CH2:18][O:17]3)[CH:11]=[C:10]([C:21]([O:23]C)=[O:22])[CH:9]=2)=[CH:4][CH:3]=1.[OH-].[Li+].OS(O)(=O)=O, predict the reaction product. The product is: [CH3:1][C:2]1[CH:7]=[CH:6][C:5]([C:8]2[CH:13]=[C:12]([O:14][CH2:15][CH:16]3[CH2:20][CH2:19][CH2:18][O:17]3)[CH:11]=[C:10]([C:21]([OH:23])=[O:22])[CH:9]=2)=[CH:4][CH:3]=1. (6) Given the reactants [P:1](=[O:5])([OH:4])([OH:3])[OH:2].C(N(CC)CC)C.Cl[CH2:14][O:15][C:16]1[C:21]([CH:22]([CH3:24])[CH3:23])=[CH:20][CH:19]=[CH:18][C:17]=1[C@@H:25]([CH:27]1[CH2:30][CH2:29][CH2:28]1)[CH3:26], predict the reaction product. The product is: [P:1]([OH:4])([OH:3])([O:2][CH2:14][O:15][C:16]1[C:21]([CH:22]([CH3:24])[CH3:23])=[CH:20][CH:19]=[CH:18][C:17]=1[C@@H:25]([CH:27]1[CH2:28][CH2:29][CH2:30]1)[CH3:26])=[O:5]. (7) Given the reactants Br[C:2]1[CH:7]=[CH:6][CH:5]=[CH:4][N:3]=1.[CH2:8]([C:12]1[O:13][C:14]2[C:20]([F:21])=[CH:19][CH:18]=[C:17]([C:22]([F:25])([F:24])[F:23])[C:15]=2[N:16]=1)[CH2:9][C:10]#[CH:11], predict the reaction product. The product is: [F:21][C:20]1[C:14]2[O:13][C:12]([CH2:8][CH2:9][C:10]#[C:11][C:2]3[CH:7]=[CH:6][CH:5]=[CH:4][N:3]=3)=[N:16][C:15]=2[C:17]([C:22]([F:25])([F:23])[F:24])=[CH:18][CH:19]=1. (8) Given the reactants [CH:1]([NH:14][C@H:15]1[CH2:20][CH2:19][C@@H:18]([C:21]2[CH:26]=[CH:25][CH:24]=[CH:23][CH:22]=2)[CH2:17][CH2:16]1)([C:8]1[CH:13]=[CH:12][CH:11]=[CH:10][CH:9]=1)[C:2]1[CH:7]=[CH:6][CH:5]=[CH:4][CH:3]=1.C1(C2CCC(=O)CC2)C=CC=CC=1.C1(C(C2C=CC=CC=2)N)C=CC=CC=1.C(O[BH-](OC(=O)C)OC(=O)C)(=O)C.[Na+], predict the reaction product. The product is: [CH:1]([NH:14][C@H:15]1[CH2:16][CH2:17][C@H:18]([C:21]2[CH:26]=[CH:25][CH:24]=[CH:23][CH:22]=2)[CH2:19][CH2:20]1)([C:8]1[CH:13]=[CH:12][CH:11]=[CH:10][CH:9]=1)[C:2]1[CH:3]=[CH:4][CH:5]=[CH:6][CH:7]=1. (9) Given the reactants [CH2:1]([S:4]([O:7][C:8]1[CH:13]=[CH:12][C:11]([C:14]2[N:18]([C:19]3[CH:24]=[CH:23][C:22]([Cl:25])=[CH:21][C:20]=3[Cl:26])[N:17]=[C:16]([C:27]([NH:29][CH:30]3[CH2:35][CH2:34][CH2:33][CH2:32][CH2:31]3)=O)[C:15]=2[CH3:36])=[CH:10][CH:9]=1)(=[O:6])=[O:5])[CH2:2][CH3:3].COC1C=CC(P2(SP(C3C=CC(OC)=CC=3)(=S)S2)=[S:46])=CC=1, predict the reaction product. The product is: [CH2:1]([S:4]([O:7][C:8]1[CH:13]=[CH:12][C:11]([C:14]2[N:18]([C:19]3[CH:24]=[CH:23][C:22]([Cl:25])=[CH:21][C:20]=3[Cl:26])[N:17]=[C:16]([C:27]([NH:29][CH:30]3[CH2:35][CH2:34][CH2:33][CH2:32][CH2:31]3)=[S:46])[C:15]=2[CH3:36])=[CH:10][CH:9]=1)(=[O:6])=[O:5])[CH2:2][CH3:3]. (10) Given the reactants [N+:1]([C:4]1[CH:9]=[CH:8][C:7]([C:10]2[CH:15]=[CH:14][CH:13]=[CH:12][C:11]=2[Cl:16])=[CH:6][C:5]=1[OH:17])([O-])=O, predict the reaction product. The product is: [NH2:1][C:4]1[CH:9]=[CH:8][C:7]([C:10]2[CH:15]=[CH:14][CH:13]=[CH:12][C:11]=2[Cl:16])=[CH:6][C:5]=1[OH:17].